From a dataset of Full USPTO retrosynthesis dataset with 1.9M reactions from patents (1976-2016). Predict the reactants needed to synthesize the given product. (1) Given the product [Br:1][C:2]1[CH:3]=[C:4]([C:8]2[S:10][C:12]3[CH2:13][O:14][CH2:15][CH2:16][C:17]=3[N:9]=2)[CH:5]=[N:6][CH:7]=1, predict the reactants needed to synthesize it. The reactants are: [Br:1][C:2]1[CH:3]=[C:4]([C:8](=[S:10])[NH2:9])[CH:5]=[N:6][CH:7]=1.Br[CH:12]1[C:17](=O)[CH2:16][CH2:15][O:14][CH2:13]1. (2) Given the product [C:1]([O:5][C:6]([N:8]1[CH2:13][CH2:12][CH:11]([C:14]2[O:23][C:17]3=[CH:18][N:19]=[C:20]([C:31]4[CH:32]=[CH:33][C:28]([S:25]([CH3:24])(=[O:27])=[O:26])=[CH:29][CH:30]=4)[CH:21]=[C:16]3[CH:15]=2)[CH2:10][CH2:9]1)=[O:7])([CH3:4])([CH3:3])[CH3:2], predict the reactants needed to synthesize it. The reactants are: [C:1]([O:5][C:6]([N:8]1[CH2:13][CH2:12][CH:11]([C:14]2[O:23][C:17]3=[CH:18][N:19]=[C:20](Cl)[CH:21]=[C:16]3[CH:15]=2)[CH2:10][CH2:9]1)=[O:7])([CH3:4])([CH3:3])[CH3:2].[CH3:24][S:25]([C:28]1[CH:33]=[CH:32][C:31](B(O)O)=[CH:30][CH:29]=1)(=[O:27])=[O:26].C([O-])([O-])=O.[Na+].[Na+]. (3) Given the product [C:1]([C:5]1[CH:10]=[CH:9][CH:8]=[CH:7][C:6]=1[N:11]1[CH2:12][CH2:13][N:14]([C:17]([C:19]2[CH:20]=[CH:21][C:22]([O:23][CH2:24][CH:25]3[CH2:30][CH2:29][NH:28][CH2:27][CH2:26]3)=[CH:38][CH:39]=2)=[O:18])[CH2:15][CH2:16]1)([CH3:4])([CH3:2])[CH3:3], predict the reactants needed to synthesize it. The reactants are: [C:1]([C:5]1[CH:10]=[CH:9][CH:8]=[CH:7][C:6]=1[N:11]1[CH2:16][CH2:15][N:14]([C:17]([C:19]2[CH:39]=[CH:38][C:22]([O:23][CH2:24][CH:25]3[CH2:30][CH2:29][N:28](C(OC(C)(C)C)=O)[CH2:27][CH2:26]3)=[CH:21][CH:20]=2)=[O:18])[CH2:13][CH2:12]1)([CH3:4])([CH3:3])[CH3:2].Cl.C(OCC)(=O)C.C(OCC)(=O)C. (4) Given the product [Cl:39][C:36]1[CH:8]=[CH:9][C:5]([CH:6]([CH3:7])[CH3:16])=[C:4]([N:1]=[C:2]=[O:3])[C:15]=1[CH:11]([CH3:10])[CH3:12], predict the reactants needed to synthesize it. The reactants are: [N:1]([C:4]1[C:15]2CC[CH2:12][C:11]=2[CH:10]=[C:9]2[C:5]=1[CH2:6][CH2:7][CH2:8]2)=[C:2]=[O:3].[CH2:16]1C2C(=C(N)C3CCCC=3C=2)CC1.C(N(CC)CC)C.[C:36]([Cl:39])(Cl)=O. (5) Given the product [C:24]1([C:23]2[C:22]3[C:17](=[CH:18][CH:19]=[CH:20][CH:21]=3)[N:16]([S:30]([C:33]3[CH:34]=[CH:35][C:36]([CH3:39])=[CH:37][CH:38]=3)(=[O:32])=[O:31])[C:15]=2[CH2:14][N:5]2[CH:6]=[N:7][C:8]3[C:4]2=[N:3][CH:2]=[N:1][C:9]=3[NH2:10])[CH:25]=[CH:26][CH:27]=[CH:28][CH:29]=1, predict the reactants needed to synthesize it. The reactants are: [N:1]1[C:9]([NH2:10])=[C:8]2[C:4]([NH:5][CH:6]=[N:7]2)=[N:3][CH:2]=1.[H-].[Na+].Br[CH2:14][C:15]1[N:16]([S:30]([C:33]2[CH:38]=[CH:37][C:36]([CH3:39])=[CH:35][CH:34]=2)(=[O:32])=[O:31])[C:17]2[C:22]([C:23]=1[C:24]1[CH:29]=[CH:28][CH:27]=[CH:26][CH:25]=1)=[CH:21][CH:20]=[CH:19][CH:18]=2.